Dataset: Cav3 T-type calcium channel HTS with 100,875 compounds. Task: Binary Classification. Given a drug SMILES string, predict its activity (active/inactive) in a high-throughput screening assay against a specified biological target. (1) The molecule is Fc1ccc(C2N=c3n([nH]c(n3)N)C(C2)c2c(OCC)cccc2)cc1. The result is 0 (inactive). (2) The drug is O(CC(O)CS(=O)Cc1ccccc1)C(C)C. The result is 0 (inactive). (3) The drug is S(c1nc2c(nc1)cccc2)c1ccccc1. The result is 0 (inactive). (4) The drug is S1C(Cn2c(nnc12)CCc1ccccc1)C. The result is 0 (inactive).